From a dataset of Forward reaction prediction with 1.9M reactions from USPTO patents (1976-2016). Predict the product of the given reaction. (1) Given the reactants Cl[C:2]1[N:7]=[C:6]([C:8]2[CH:9]=[N:10][C:11]([N:16]3[CH2:20][CH2:19][CH2:18][CH2:17]3)=[C:12]([CH:15]=2)[C:13]#[N:14])[CH:5]=[CH:4][N:3]=1.[NH2:21][C:22]1[CH:23]=[N:24][N:25]([CH2:27][CH2:28][OH:29])[CH:26]=1.Cl, predict the reaction product. The product is: [OH:29][CH2:28][CH2:27][N:25]1[CH:26]=[C:22]([NH:21][C:2]2[N:7]=[C:6]([C:8]3[CH:9]=[N:10][C:11]([N:16]4[CH2:20][CH2:19][CH2:18][CH2:17]4)=[C:12]([CH:15]=3)[C:13]#[N:14])[CH:5]=[CH:4][N:3]=2)[CH:23]=[N:24]1. (2) Given the reactants [Cl:1][C:2]1[CH:7]=[CH:6][CH:5]=[CH:4][C:3]=1[C:8]1[NH:12][N:11]=[C:10]([S:13]COCCOC)[N:9]=1.C(=O)([O-])[O-].[K+].[K+].[CH3:26][C:27]1[CH:32]=[CH:31][C:30]([CH2:33]Br)=[CH:29][CH:28]=1.Cl, predict the reaction product. The product is: [Cl:1][C:2]1[CH:7]=[CH:6][CH:5]=[CH:4][C:3]=1[C:8]1[NH:12][N:11]([CH2:26][C:27]2[CH:32]=[CH:31][C:30]([CH3:33])=[CH:29][CH:28]=2)[C:10](=[S:13])[N:9]=1.